This data is from Reaction yield outcomes from USPTO patents with 853,638 reactions. The task is: Predict the reaction yield, written as a fraction of the theoretical maximum amount of product (1.0 means a 100% yield; for example, 0.34 means a 34% yield). (1) The reactants are [CH3:1][O:2][C:3]([NH:5][C@@H:6]([CH:10]([CH3:12])[CH3:11])[C:7](O)=[O:8])=[O:4].CN(C(ON1N=NC2C=CC=NC1=2)=[N+](C)C)C.F[P-](F)(F)(F)(F)F.[Br:37][C:38]1[CH:53]=[CH:52][C:41]2[NH:42][C:43]([C@@H:45]3[CH2:49][C:48]([F:51])([F:50])[CH2:47][NH:46]3)=[N:44][C:40]=2[CH:39]=1.C(Cl)Cl. The catalyst is CN(C=O)C.[Cl-].[Na+].O.O. The product is [Br:37][C:38]1[CH:53]=[CH:52][C:41]2[NH:42][C:43]([C@@H:45]3[CH2:49][C:48]([F:51])([F:50])[CH2:47][N:46]3[C:7](=[O:8])[C@@H:6]([NH:5][C:3](=[O:4])[O:2][CH3:1])[CH:10]([CH3:12])[CH3:11])=[N:44][C:40]=2[CH:39]=1. The yield is 0.678. (2) The reactants are CC1(C)[O:7][C:6](=[O:8])[C:5](=[CH:9][NH:10][C:11]2[NH:15][N:14]=[CH:13][C:12]=2[C:16]([O:18][CH2:19][CH3:20])=[O:17])[C:4](=O)[O:3]1.C(N(CC)CC)C.FC(F)(F)S(O[Si](C)(C)C)(=O)=O.C(O)C. The catalyst is C(Cl)Cl. The product is [CH2:19]([O:18][C:16]([C:12]1[CH:13]=[N:14][N:15]2[C:4]([OH:3])=[C:5]([C:6]([OH:7])=[O:8])[CH:9]=[N:10][C:11]=12)=[O:17])[CH3:20]. The yield is 0.910. (3) The reactants are C=O.[Cl:3][C:4]1[C:5]([F:34])=[C:6]([NH:10][C:11]2[C:20]3[C:15](=[CH:16][C:17]([O:32][CH3:33])=[C:18]([O:21][C@H:22]4[CH2:27][CH2:26][NH:25][C@H:24]([C:28]([NH:30][CH3:31])=[O:29])[CH2:23]4)[CH:19]=3)[N:14]=[CH:13][N:12]=2)[CH:7]=[CH:8][CH:9]=1.[C:35](O[BH-](OC(=O)C)OC(=O)C)(=O)C.[Na+].C([O-])(O)=O.[Na+]. The catalyst is C(Cl)Cl.CC(O)=O.C(Cl)Cl. The product is [Cl:3][C:4]1[C:5]([F:34])=[C:6]([NH:10][C:11]2[C:20]3[C:15](=[CH:16][C:17]([O:32][CH3:33])=[C:18]([O:21][C@H:22]4[CH2:27][CH2:26][N:25]([CH3:35])[C@H:24]([C:28]([NH:30][CH3:31])=[O:29])[CH2:23]4)[CH:19]=3)[N:14]=[CH:13][N:12]=2)[CH:7]=[CH:8][CH:9]=1. The yield is 0.650. (4) The reactants are [F:1][C:2]1[CH:3]=[C:4]([C:9](=[O:21])[CH2:10][CH2:11][C:12](=[O:20])[CH2:13][CH2:14][C:15]([O:17][CH2:18][CH3:19])=[O:16])[CH:5]=[CH:6][C:7]=1F.[NH:22]1[CH:26]=[CH:25][N:24]=[CH:23]1.N1C=CC=CC=1. The catalyst is CS(C)=O.O. The product is [F:1][C:2]1[CH:3]=[C:4]([C:9](=[O:21])[CH2:10][CH2:11][C:12](=[O:20])[CH2:13][CH2:14][C:15]([O:17][CH2:18][CH3:19])=[O:16])[CH:5]=[CH:6][C:7]=1[N:22]1[CH:26]=[CH:25][N:24]=[CH:23]1. The yield is 0.680. (5) The reactants are Cl[C:2]1[C:7]([N+:8]([O-:10])=[O:9])=[CH:6][CH:5]=[C:4]([Cl:11])[C:3]=1[S:12]([N:15]1[CH2:20][CH2:19][O:18][CH2:17][CH2:16]1)(=[O:14])=[O:13].[H-].[Na+].[OH2:23]. No catalyst specified. The product is [Cl:11][C:4]1[C:3]([S:12]([N:15]2[CH2:20][CH2:19][O:18][CH2:17][CH2:16]2)(=[O:14])=[O:13])=[C:2]([OH:23])[C:7]([N+:8]([O-:10])=[O:9])=[CH:6][CH:5]=1. The yield is 0.570. (6) The reactants are [OH-].[Na+].Br[C:4]([CH3:10])([CH3:9])[C:5]([NH:7][CH3:8])=[O:6].FC(F)(F)C(O)=O.[CH:18]([N:21]1[C:25]([C:26]2[N:35]=[C:34]3[N:28]([CH2:29][CH2:30][O:31][C:32]4[CH:39]=[C:38]([CH:40]5[CH2:45][CH2:44][NH:43][CH2:42][CH2:41]5)[CH:37]=[CH:36][C:33]=43)[CH:27]=2)=[N:24][CH:23]=[N:22]1)([CH3:20])[CH3:19]. The product is [CH:18]([N:21]1[C:25]([C:26]2[N:35]=[C:34]3[C:33]4[CH:36]=[CH:37][C:38]([CH:40]5[CH2:45][CH2:44][N:43]([C:4]([CH3:10])([CH3:9])[C:5]([NH:7][CH3:8])=[O:6])[CH2:42][CH2:41]5)=[CH:39][C:32]=4[O:31][CH2:30][CH2:29][N:28]3[CH:27]=2)=[N:24][CH:23]=[N:22]1)([CH3:20])[CH3:19]. The yield is 0.410. The catalyst is [Br-].C([N+](CCCC)(CCCC)CCCC)CCC.C(Cl)Cl. (7) The yield is 0.470. The product is [CH2:19]([O:7][C:6](=[O:8])[C:5]1[CH:9]=[CH:10][C:11]([CH3:12])=[C:3]([N:1]2[CH:18]=[CH:14][CH:13]=[N:2]2)[CH:4]=1)[CH3:20]. The catalyst is CCO. The reactants are [NH:1]([C:3]1[CH:4]=[C:5]([CH:9]=[CH:10][C:11]=1[CH3:12])[C:6]([OH:8])=[O:7])[NH2:2].[CH3:13][CH:14]([CH3:18])C(O)=O.[CH:19](=O)[CH2:20]C=O.Cl.[OH-].[Na+].